This data is from Catalyst prediction with 721,799 reactions and 888 catalyst types from USPTO. The task is: Predict which catalyst facilitates the given reaction. (1) Reactant: [Br:1][C:2]1[CH:23]=[CH:22][C:5]([C:6]([C:8]2[CH:13]=[C:12]([O:14][CH3:15])[C:11]([O:16][CH3:17])=[CH:10][C:9]=2[CH2:18][C:19](=O)[CH3:20])=O)=[CH:4][CH:3]=1.O.[NH2:25][NH2:26].Cl.[OH-].[Na+]. Product: [Br:1][C:2]1[CH:23]=[CH:22][C:5]([C:6]2[C:8]3[CH:13]=[C:12]([O:14][CH3:15])[C:11]([O:16][CH3:17])=[CH:10][C:9]=3[CH2:18][C:19]([CH3:20])=[N:26][N:25]=2)=[CH:4][CH:3]=1. The catalyst class is: 40. (2) Reactant: [NH2:1][C:2]1[CH:7]=[C:6]([Cl:8])[CH:5]=[CH:4][N:3]=1.[Cl:9][C:10]1[CH:19]=[CH:18][C:13]([C:14](=O)[CH2:15]Br)=[CH:12][CH:11]=1.[OH-].[Na+]. Product: [Cl:8][C:6]1[CH:5]=[CH:4][N:3]2[CH:15]=[C:14]([C:13]3[CH:18]=[CH:19][C:10]([Cl:9])=[CH:11][CH:12]=3)[N:1]=[C:2]2[CH:7]=1. The catalyst class is: 8.